Dataset: Reaction yield outcomes from USPTO patents with 853,638 reactions. Task: Predict the reaction yield, written as a fraction of the theoretical maximum amount of product (1.0 means a 100% yield; for example, 0.34 means a 34% yield). (1) The reactants are [CH2:1]([O:4][CH:5]1[CH2:14][CH2:13][C:8]2(OCC[O:9]2)[CH2:7][CH2:6]1)[CH2:2][CH3:3].Cl. The catalyst is O1CCCC1.O. The product is [CH2:1]([O:4][CH:5]1[CH2:14][CH2:13][C:8](=[O:9])[CH2:7][CH2:6]1)[CH2:2][CH3:3]. The yield is 1.00. (2) The reactants are [OH:1][C:2](=[C:13]1[C:18](=[O:19])OC(C)(C)OC1=O)[CH2:3][C:4]1[CH:9]=[C:8]([F:10])[C:7]([F:11])=[CH:6][C:5]=1[F:12].Cl.[F:24][C:25]([F:36])([F:35])[C:26]1[N:30]2[CH2:31][CH2:32][NH:33][CH2:34][C:29]2=[N:28][N:27]=1.C(N(C(C)C)CC)(C)C. The catalyst is C(OC(C)C)(=O)C. The product is [O:19]=[C:18]([N:33]1[CH2:32][CH2:31][N:30]2[C:26]([C:25]([F:36])([F:24])[F:35])=[N:27][N:28]=[C:29]2[CH2:34]1)[CH2:13][C:2](=[O:1])[CH2:3][C:4]1[CH:9]=[C:8]([F:10])[C:7]([F:11])=[CH:6][C:5]=1[F:12]. The yield is 0.933. (3) The reactants are [CH3:1][O:2][C:3]1[CH:4]=[C:5]2[C:10](=[CH:11][C:12]=1[O:13][CH3:14])[N:9]=[CH:8][CH:7]=[C:6]2[O:15][C:16]1[C:22]([CH3:23])=[CH:21][C:19]([NH2:20])=[C:18]([CH3:24])[CH:17]=1.[C:25]1([CH3:31])[CH:30]=[CH:29][CH:28]=[CH:27][CH:26]=1.C(N(CC)CC)C.ClC(Cl)([O:42][C:43](=[O:49])OC(Cl)(Cl)Cl)Cl.COC1C=[CH:63][C:56]([CH:57](O)C(C)(C)C)=[CH:55]C=1. The catalyst is C(Cl)Cl. The product is [CH3:1][O:2][C:3]1[CH:4]=[C:5]2[C:10](=[CH:11][C:12]=1[O:13][CH3:14])[N:9]=[CH:8][CH:7]=[C:6]2[O:15][C:16]1[C:22]([CH3:23])=[CH:21][C:19]([NH:20][C:43](=[O:49])[O:42][CH2:31][C:25]2[CH:30]=[CH:29][C:28]([C:56]([CH3:63])([CH3:57])[CH3:55])=[CH:27][CH:26]=2)=[C:18]([CH3:24])[CH:17]=1. The yield is 0.680. (4) The reactants are [Br:1][C:2]1[CH:3]=[C:4]([CH2:10][CH2:11][C:12]([N:14]([CH3:16])[CH3:15])=O)[C:5]([O:8][CH3:9])=[N:6][CH:7]=1.B.O1CCCC1. The catalyst is C1COCC1. The product is [Br:1][C:2]1[CH:3]=[C:4]([CH2:10][CH2:11][CH2:12][N:14]([CH3:16])[CH3:15])[C:5]([O:8][CH3:9])=[N:6][CH:7]=1. The yield is 0.400. (5) The reactants are CS(C)=O.C(Cl)(=O)C(Cl)=O.[CH2:11]([N:15]1[C:24]2[CH2:23][CH2:22][CH2:21][CH2:20][C:19]=2[CH:18]=[C:17]([CH2:25][OH:26])[C:16]1=[O:27])[CH2:12][CH2:13][CH3:14].C(N(CC)CC)C.Cl. The catalyst is C(Cl)Cl. The product is [CH2:11]([N:15]1[C:24]2[CH2:23][CH2:22][CH2:21][CH2:20][C:19]=2[CH:18]=[C:17]([CH:25]=[O:26])[C:16]1=[O:27])[CH2:12][CH2:13][CH3:14]. The yield is 0.560. (6) The reactants are [F:1][C:2]1[CH:20]=[CH:19][C:5]([CH2:6][NH:7][C@H:8]2[C@H:13]3[CH2:14][C@H:10]([CH2:11][CH2:12]3)[C@H:9]2[C:15](OC)=[O:16])=[CH:4][C:3]=1[CH3:21].[CH3:22][S:23]([NH:26][C:27]1[CH:42]=[CH:41][C:30]2[NH:31][C:32]([CH2:37][C:38](O)=[O:39])=[N:33][S:34](=[O:36])(=[O:35])[C:29]=2[CH:28]=1)(=[O:25])=[O:24].CN1CCOCC1.Cl.CN(C)CCCN=C=NCC.C(N(CC)CC)C. The catalyst is CN(C)C=O.C(OCC)(=O)C. The product is [F:1][C:2]1[CH:20]=[CH:19][C:5]([CH2:6][N:7]2[C:38](=[O:39])[C:37]([C:32]3[NH:31][C:30]4[CH:41]=[CH:42][C:27]([NH:26][S:23]([CH3:22])(=[O:25])=[O:24])=[CH:28][C:29]=4[S:34](=[O:36])(=[O:35])[N:33]=3)=[C:15]([OH:16])[C@H:9]3[C@@H:8]2[C@H:13]2[CH2:14][C@@H:10]3[CH2:11][CH2:12]2)=[CH:4][C:3]=1[CH3:21]. The yield is 0.680.